From a dataset of Forward reaction prediction with 1.9M reactions from USPTO patents (1976-2016). Predict the product of the given reaction. (1) Given the reactants [CH3:1][C:2]1[C:10]2[CH2:9][O:8][C:7](=[O:11])[C:6]=2[CH:5]=[CH:4][C:3]=1[C@@H:12]1[CH2:14][O:13]1.[CH3:15][N:16]([CH2:24][CH:25]1[CH2:30][CH2:29][NH:28][CH2:27][CH2:26]1)[C:17](=[O:23])[O:18][C:19]([CH3:22])([CH3:21])[CH3:20], predict the reaction product. The product is: [OH:13][C@H:12]([C:3]1[CH:4]=[CH:5][C:6]2[C:7](=[O:11])[O:8][CH2:9][C:10]=2[C:2]=1[CH3:1])[CH2:14][N:28]1[CH2:29][CH2:30][CH:25]([CH2:24][N:16]([CH3:15])[C:17](=[O:23])[O:18][C:19]([CH3:20])([CH3:21])[CH3:22])[CH2:26][CH2:27]1. (2) Given the reactants [Br:1][C:2]1[C:3](Cl)=[N:4][C:5]([Cl:8])=[N:6][CH:7]=1.[NH2:10][CH2:11][CH:12]([NH:15][C:16](=[O:25])[O:17][CH2:18][C:19]1[CH:24]=[CH:23][CH:22]=[CH:21][CH:20]=1)[CH2:13][CH3:14].BrC1C(NCCNC(=O)OC(C)(C)C)=NC(Cl)=NC=1, predict the reaction product. The product is: [Br:1][C:2]1[C:3]([NH:10][CH2:11][CH:12]([NH:15][C:16](=[O:25])[O:17][CH2:18][C:19]2[CH:24]=[CH:23][CH:22]=[CH:21][CH:20]=2)[CH2:13][CH3:14])=[N:4][C:5]([Cl:8])=[N:6][CH:7]=1. (3) Given the reactants [N:1]1([CH2:6][C:7]2[O:11][N:10]=[C:9]([C:12]3[CH:17]=[CH:16][C:15]([OH:18])=[CH:14][CH:13]=3)[CH:8]=2)[CH:5]=[CH:4][N:3]=[CH:2]1.C(=O)([O-])[O-].[K+].[K+].[F:25][C:26]1[CH:27]=[C:28]([CH:31]=[CH:32][CH:33]=1)[CH2:29]Br, predict the reaction product. The product is: [F:25][C:26]1[CH:27]=[C:28]([CH:31]=[CH:32][CH:33]=1)[CH2:29][O:18][C:15]1[CH:16]=[CH:17][C:12]([C:9]2[CH:8]=[C:7]([CH2:6][N:1]3[CH:5]=[CH:4][N:3]=[CH:2]3)[O:11][N:10]=2)=[CH:13][CH:14]=1. (4) Given the reactants [NH2:1][C:2]1[CH:3]=[CH:4][C:5]([F:26])=[C:6]([C@:8]2([CH:23]([F:25])[F:24])[C@@H:14]3[C@@H:12]([CH2:13]3)[O:11][C:10]([NH:15][C:16](=[O:22])[O:17][C:18]([CH3:21])([CH3:20])[CH3:19])=[N:9]2)[CH:7]=1.[Cl:27][C:28]1[CH:29]=[CH:30][C:31]([C:34](=O)[C:35]([F:38])([F:37])[F:36])=[N:32][CH:33]=1.C(N(CC)CC)C.[H-].[Al+3].[Li+].[H-].[H-].[H-].C(=O)([O-])N, predict the reaction product. The product is: [Cl:27][C:28]1[CH:29]=[CH:30][C:31]([C@H:34]([NH:1][C:2]2[CH:3]=[CH:4][C:5]([F:26])=[C:6]([C@:8]3([CH:23]([F:25])[F:24])[C@@H:14]4[C@@H:12]([CH2:13]4)[O:11][C:10]([NH:15][C:16](=[O:22])[O:17][C:18]([CH3:20])([CH3:21])[CH3:19])=[N:9]3)[CH:7]=2)[C:35]([F:38])([F:36])[F:37])=[N:32][CH:33]=1. (5) Given the reactants [Br:1][CH2:2][C:3]([C:5]1[CH:10]=[CH:9][C:8]([CH3:11])=[CH:7][CH:6]=1)=O.O.Cl.[O:14]([NH2:16])[CH3:15], predict the reaction product. The product is: [CH3:15][O:14][N:16]=[C:3]([C:5]1[CH:10]=[CH:9][C:8]([CH3:11])=[CH:7][CH:6]=1)[CH2:2][Br:1]. (6) Given the reactants [CH3:1][Si:2]([CH3:11])([CH3:10])[CH2:3][CH2:4][CH2:5][S:6]([O-:9])(=[O:8])=[O:7].[Na+].C[Si](C)(C)CCCS([O-])(=O)=O, predict the reaction product. The product is: [CH3:10][Si:2]([CH3:1])([CH3:11])[CH2:3][CH2:4][CH2:5][S:6]([OH:9])(=[O:8])=[O:7].